Dataset: Forward reaction prediction with 1.9M reactions from USPTO patents (1976-2016). Task: Predict the product of the given reaction. (1) Given the reactants [NH2:1][C:2]1[CH:14]=[C:13]([C:15]2[CH:20]=[CH:19][CH:18]=[CH:17][CH:16]=2)[CH:12]=[CH:11][C:3]=1[C:4]([O:6][C:7]([CH3:10])([CH3:9])[CH3:8])=[O:5].C1(P(C2CCCCC2)C2C=CC=CC=2C2C(C(C)C)=CC(C(C)C)=CC=2C(C)C)CCCCC1.C(=O)([O-])[O-].[Cs+].[Cs+].Br[C:62]1[CH:63]=[CH:64][C:65]2[O:69][CH:68]=[CH:67][C:66]=2[CH:70]=1, predict the reaction product. The product is: [O:69]1[C:65]2[CH:64]=[CH:63][C:62]([NH:1][C:2]3[CH:14]=[C:13]([C:15]4[CH:16]=[CH:17][CH:18]=[CH:19][CH:20]=4)[CH:12]=[CH:11][C:3]=3[C:4]([O:6][C:7]([CH3:10])([CH3:9])[CH3:8])=[O:5])=[CH:70][C:66]=2[CH:67]=[CH:68]1. (2) Given the reactants [NH2:1][C:2]1[CH:7]=[CH:6][C:5]([N+:8]([O-:10])=[O:9])=[CH:4][C:3]=1[OH:11].C(=O)([O-])O.[Na+].Cl[C:18](/[CH:20]=[CH:21]/[C:22]([O:24][CH2:25][CH3:26])=[O:23])=[O:19], predict the reaction product. The product is: [OH:11][C:3]1[CH:4]=[C:5]([N+:8]([O-:10])=[O:9])[CH:6]=[CH:7][C:2]=1[NH:1][C:18](/[CH:20]=[CH:21]\[C:22]([O:24][CH2:25][CH3:26])=[O:23])=[O:19]. (3) Given the reactants [NH2:1][C@@H:2]1[CH2:7][CH2:6][C@H:5]([NH:8][C:9]([C:11]2[C:15]3[N:16]=[CH:17][N:18]=[C:19]([C:20]4[C:28]5[O:27][CH2:26][O:25][C:24]=5[CH:23]=[CH:22][C:21]=4[O:29][CH2:30][CH2:31][O:32][CH3:33])[C:14]=3[NH:13][CH:12]=2)=[O:10])[CH2:4][CH2:3]1.Cl[C:35]([CH2:37][O:38]C(=O)C)=[O:36], predict the reaction product. The product is: [OH:38][CH2:37][C:35]([NH:1][C@@H:2]1[CH2:3][CH2:4][C@H:5]([NH:8][C:9]([C:11]2[C:15]3[N:16]=[CH:17][N:18]=[C:19]([C:20]4[C:28]5[O:27][CH2:26][O:25][C:24]=5[CH:23]=[CH:22][C:21]=4[O:29][CH2:30][CH2:31][O:32][CH3:33])[C:14]=3[NH:13][CH:12]=2)=[O:10])[CH2:6][CH2:7]1)=[O:36]. (4) The product is: [CH3:1][C@:2]12[CH2:19][CH2:18][C@H:17]3[C@@H:7]([CH2:8][CH2:9][C:10]4[C@:15]3([CH3:16])[CH2:14][CH2:13][C@@H:12]([OH:20])[CH:11]=4)[C@@H:6]1[CH2:5][CH:4]=[CH:3]2. Given the reactants [CH3:1][C@:2]12[CH2:19][CH2:18][C@H:17]3[C@@H:7]([CH2:8][CH2:9][C:10]4[C@:15]3([CH3:16])[CH2:14][CH2:13][C:12](=[O:20])[CH:11]=4)[C@@H:6]1[CH2:5][CH:4]=[CH:3]2.C(Cl)Cl.C(OCC)(=O)C, predict the reaction product. (5) Given the reactants [Cl:1][C:2]1[CH:27]=[CH:26][C:5]([CH2:6][N:7]2[C:15]3[C:10](=[CH:11][C:12]([CH:16]=[C:17]4[S:21][C:20](SCC)=[N:19][C:18]4=[O:25])=[CH:13][CH:14]=3)[CH:9]=[N:8]2)=[C:4]([C:28]([F:31])([F:30])[F:29])[CH:3]=1.[NH:32]1[CH2:35][CH:34]([N:36]2[CH2:41][CH2:40][O:39][CH2:38][CH2:37]2)[CH2:33]1, predict the reaction product. The product is: [Cl:1][C:2]1[CH:27]=[CH:26][C:5]([CH2:6][N:7]2[C:15]3[C:10](=[CH:11][C:12]([CH:16]=[C:17]4[S:21][C:20]([N:32]5[CH2:35][CH:34]([N:36]6[CH2:41][CH2:40][O:39][CH2:38][CH2:37]6)[CH2:33]5)=[N:19][C:18]4=[O:25])=[CH:13][CH:14]=3)[CH:9]=[N:8]2)=[C:4]([C:28]([F:31])([F:30])[F:29])[CH:3]=1. (6) Given the reactants FC(F)(F)C1C=CC(N2C=NC(C3C=CC(C[CH2:21][C:22](N=[N+]=[N-])=[O:23])=CC=3)=N2)=CC=1.[N:29]([CH2:32][CH2:33][C:34]1[CH:39]=[CH:38][C:37]([C:40]2[N:44]=[CH:43][N:42]([C:45]3[CH:50]=[CH:49][C:48]([C:51]([F:54])([F:53])[F:52])=[CH:47][CH:46]=3)[N:41]=2)=[CH:36][CH:35]=1)=[C:30]=[O:31].[Cl:55][C:56]1[CH:57]=[CH:58][C:59]([CH:66]([CH3:68])[CH3:67])=[C:60]([NH:62][C:63]([NH2:65])=[S:64])[CH:61]=1, predict the reaction product. The product is: [Cl:55][C:56]1[CH:57]=[CH:58][C:59]([CH:66]([CH3:68])[CH3:67])=[C:60]([N:62]2[C:22](=[O:23])[CH2:21][S:64]/[C:63]/2=[N:65]\[C:30]([NH:29][CH2:32][CH2:33][C:34]2[CH:39]=[CH:38][C:37]([C:40]3[N:44]=[CH:43][N:42]([C:45]4[CH:50]=[CH:49][C:48]([C:51]([F:54])([F:53])[F:52])=[CH:47][CH:46]=4)[N:41]=3)=[CH:36][CH:35]=2)=[O:31])[CH:61]=1. (7) Given the reactants [N:1]1[C:9]2[C:4](=[N:5][CH:6]=[CH:7][CH:8]=2)[NH:3][CH:2]=1.O1C=NN=C1C1C=CC=CC=1O[CH2:18][C:19]1[CH:33]=[CH:32][C:22]([C:23]([NH:25][C:26]2[CH:31]=[CH:30][CH:29]=[CH:28][N:27]=2)=[O:24])=[CH:21][CH:20]=1, predict the reaction product. The product is: [N:1]1[C:9]2[C:4](=[N:5][CH:6]=[CH:7][CH:8]=2)[N:3]([CH2:18][C:19]2[CH:20]=[CH:21][C:22]([C:23]([NH:25][C:26]3[CH:31]=[CH:30][CH:29]=[CH:28][N:27]=3)=[O:24])=[CH:32][CH:33]=2)[CH:2]=1.